From a dataset of Full USPTO retrosynthesis dataset with 1.9M reactions from patents (1976-2016). Predict the reactants needed to synthesize the given product. (1) Given the product [CH:13]([O:16][CH2:17][CH2:18][O:19][C:2]1[CH:12]=[CH:11][C:5]([C:6]([OH:8])=[O:7])=[CH:4][N:3]=1)([CH3:15])[CH3:14], predict the reactants needed to synthesize it. The reactants are: Cl[C:2]1[CH:12]=[CH:11][C:5]([C:6]([O:8]CC)=[O:7])=[CH:4][N:3]=1.[CH:13]([O:16][CH2:17][CH2:18][OH:19])([CH3:15])[CH3:14]. (2) Given the product [F:1][C:2]1[C:3]([C:9]([Cl:14])=[O:11])=[N:4][CH:5]=[C:6]([Cl:8])[CH:7]=1, predict the reactants needed to synthesize it. The reactants are: [F:1][C:2]1[C:3]([C:9]([OH:11])=O)=[N:4][CH:5]=[C:6]([Cl:8])[CH:7]=1.S(Cl)([Cl:14])=O.[OH-].[Na+]. (3) Given the product [CH3:1][C:2]1[CH:7]=[CH:6][N:5]2[C:10]([C:13]([O:15][CH2:16][CH3:17])=[O:14])=[CH:11][N:8]=[C:4]2[CH:3]=1, predict the reactants needed to synthesize it. The reactants are: [CH3:1][C:2]1[CH:7]=[CH:6][N:5]=[C:4]([NH2:8])[CH:3]=1.Cl[C:10]([C:13]([O:15][CH2:16][CH3:17])=[O:14])=[CH:11][O-].[K+].S(=O)(=O)(O)O.N1C=CC=CC=1.